Task: Binary Classification. Given a drug SMILES string, predict its activity (active/inactive) in a high-throughput screening assay against a specified biological target.. Dataset: M1 muscarinic receptor antagonist screen with 61,756 compounds (1) The drug is O=C(N(Cc1ccccc1)c1ccc(cc1)C(O)=O)C. The result is 1 (active). (2) The drug is S(=O)(=O)(NCC(=O)N(CC(=O)NCC1OCCC1)c1c(ccc(c1)C)C)c1ccc(OC)cc1. The result is 0 (inactive). (3) The compound is Fc1ccc(CN2c3cc(C(=O)NC4CCCCCCC4)ccc3S(=O)CC2=O)cc1. The result is 0 (inactive). (4) The drug is O1C(=C/C(=C(\NC(=O)c2ccccc2)C(OCC)=O)C=C1C)C. The result is 0 (inactive). (5) The drug is O1C(Nn2ncnc2)c2c(c(OC)c(OC)cc2)C1=O. The result is 0 (inactive). (6) The compound is O=c1[nH]c(=O)n(c2nc(n(CC(C)C)c12)NCCN(C)C)C. The result is 0 (inactive). (7) The compound is S1C(=O)C(/N(CC)C1=S)=c1\cc(n(c(c1)C)CCO)C. The result is 0 (inactive). (8) The drug is O=c1[nH]c(NC2CCCCCC2)cc(=O)[nH]1. The result is 0 (inactive).